Dataset: Reaction yield outcomes from USPTO patents with 853,638 reactions. Task: Predict the reaction yield, written as a fraction of the theoretical maximum amount of product (1.0 means a 100% yield; for example, 0.34 means a 34% yield). (1) The reactants are [CH:1]1[C:6]([C@H:7]([CH2:12][NH2:13])[CH2:8][C:9](O)=[O:10])=[CH:5][CH:4]=[C:3]([Cl:14])[CH:2]=1. The catalyst is C(O)(=O)C. The product is [Cl:14][C:3]1[CH:4]=[CH:5][C:6]([C@@H:7]2[CH2:12][NH:13][C:9](=[O:10])[CH2:8]2)=[CH:1][CH:2]=1. The yield is 0.920. (2) The yield is 1.00. The reactants are [H-].[Na+].[Cl:3][C:4]1[CH:9]=[CH:8][C:7]([OH:10])=[CH:6][C:5]=1[F:11].Cl[C:13]1[CH:14]=[CH:15][C:16]([N+:28]([O-:30])=[O:29])=[C:17]([N:19]([CH3:27])[C:20](=[O:26])[O:21][C:22]([CH3:25])([CH3:24])[CH3:23])[CH:18]=1.O. The product is [C:22]([O:21][C:20](=[O:26])[N:19]([C:17]1[CH:18]=[CH:13][CH:14]=[C:15]([O:10][C:7]2[CH:8]=[CH:9][C:4]([Cl:3])=[C:5]([F:11])[CH:6]=2)[C:16]=1[N+:28]([O-:30])=[O:29])[CH3:27])([CH3:25])([CH3:23])[CH3:24]. The catalyst is CN(C)C=O.[Cl-].[Na+].O. (3) The reactants are [CH:1]([C@H:4]1[CH2:8][O:7][C:6](/[CH:9]=[C:10](\[CH3:27])/[CH2:11][CH2:12]/[CH:13]=[C:14](\[CH3:26])/[CH2:15][CH2:16]/[CH:17]=[C:18](\[CH3:25])/[CH2:19][CH2:20][CH:21]=[C:22]([CH3:24])[CH3:23])=[N:5]1)([CH3:3])[CH3:2].C(C/C(/C)=C/CC/C(/C)=C/CC(Cl)=O)/C=C(/CCC=C(C)C)\C. No catalyst specified. The product is [CH:1]([C@@H:4]1[CH2:8][O:7][C:6](/[CH:9]=[C:10](\[CH3:27])/[CH2:11][CH2:12]/[CH:13]=[C:14](\[CH3:26])/[CH2:15][CH2:16]/[CH:17]=[C:18](\[CH3:25])/[CH2:19][CH2:20][CH:21]=[C:22]([CH3:24])[CH3:23])=[N:5]1)([CH3:3])[CH3:2]. The yield is 0.0700. (4) The reactants are [Cl:1][CH2:2][CH2:3][CH2:4][C:5]([C:7]1[S:8][CH:9]=[CH:10][CH:11]=1)=[O:6].[BH4-].[Na+].Cl. The catalyst is C(O)C. The product is [Cl:1][CH2:2][CH2:3][CH2:4][CH:5]([C:7]1[S:8][CH:9]=[CH:10][CH:11]=1)[OH:6]. The yield is 0.790. (5) The yield is 0.870. The product is [Br:5][C:6]1[CH:7]=[C:8]([C:12]2[O:1][N:2]=[C:14]([OH:16])[CH:13]=2)[CH:9]=[CH:10][CH:11]=1. The catalyst is O.CO.C1COCC1. The reactants are [OH:1][NH2:2].[OH-].[Na+].[Br:5][C:6]1[CH:7]=[C:8]([C:12]#[C:13][C:14]([O:16]C)=O)[CH:9]=[CH:10][CH:11]=1. (6) The reactants are [CH:1]1([NH:6][C:7]([C:9]2([CH2:16][OH:17])[CH2:14][CH2:13][CH2:12][NH:11][C:10]2=[O:15])=[O:8])[CH2:5][CH2:4][CH2:3][CH2:2]1.[H-].[Na+].[F:20][C:21]1[CH:28]=[CH:27][CH:26]=[C:25](F)[C:22]=1[C:23]#[N:24]. The yield is 0.940. The product is [C:23]([C:22]1[C:21]([F:20])=[CH:28][CH:27]=[CH:26][C:25]=1[O:17][CH2:16][C:9]1([C:7]([NH:6][CH:1]2[CH2:5][CH2:4][CH2:3][CH2:2]2)=[O:8])[CH2:14][CH2:13][CH2:12][NH:11][C:10]1=[O:15])#[N:24]. The catalyst is C1COCC1. (7) The reactants are [NH2:1][C@@H:2]([CH2:33][C:34]1[CH:39]=[CH:38][CH:37]=[CH:36][CH:35]=1)[C@@H:3]([OH:32])[CH2:4][C@H:5]([NH:19][C:20]([C@@H:22]([NH:27][C:28](=[O:31])[O:29][CH3:30])[C:23]([CH3:26])([CH3:25])[CH3:24])=[O:21])[CH2:6][C:7]1[CH:12]=[CH:11][C:10]([C:13]2[CH:18]=[CH:17][CH:16]=[CH:15][N:14]=2)=[CH:9][CH:8]=1.[CH3:40][C@@H:41]([CH2:52][CH3:53])[C@H:42]([N:46]1[CH2:50][CH2:49][NH:48][C:47]1=[O:51])[C:43](O)=[O:44].CCOP(ON1N=NC2C=CC=CC=2C1=O)(OCC)=O.C(N(CC)C(C)C)(C)C. The catalyst is O1CCCC1. The product is [OH:32][C@H:3]([C@@H:2]([NH:1][C:43](=[O:44])[C@@H:42]([N:46]1[CH2:50][CH2:49][NH:48][C:47]1=[O:51])[C@@H:41]([CH3:40])[CH2:52][CH3:53])[CH2:33][C:34]1[CH:35]=[CH:36][CH:37]=[CH:38][CH:39]=1)[CH2:4][C@H:5]([NH:19][C:20]([C@@H:22]([NH:27][C:28](=[O:31])[O:29][CH3:30])[C:23]([CH3:26])([CH3:25])[CH3:24])=[O:21])[CH2:6][C:7]1[CH:12]=[CH:11][C:10]([C:13]2[CH:18]=[CH:17][CH:16]=[CH:15][N:14]=2)=[CH:9][CH:8]=1. The yield is 0.710.